Task: Predict the product of the given reaction.. Dataset: Forward reaction prediction with 1.9M reactions from USPTO patents (1976-2016) (1) Given the reactants Br[C:2]1[CH:9]=[C:8]([N:10]2[CH:18]3[C:13]([CH2:14][CH2:15][CH2:16][CH2:17]3)=[C:12]([CH2:19][CH2:20][OH:21])[C:11]2=[O:22])[CH:7]=[CH:6][C:3]=1[C:4]#[N:5].[NH2:23][C@H:24]1[CH2:29][CH2:28][C@H:27]([OH:30])[CH2:26][CH2:25]1.CC([O-])(C)C.[Na+], predict the reaction product. The product is: [OH:30][CH:27]1[CH2:28][CH2:29][CH:24]([NH:23][C:2]2[CH:9]=[C:8]([N:10]3[CH:18]4[C:13]([CH2:14][CH2:15][CH2:16][CH2:17]4)=[C:12]([CH2:19][CH2:20][OH:21])[C:11]3=[O:22])[CH:7]=[CH:6][C:3]=2[C:4]#[N:5])[CH2:25][CH2:26]1. (2) Given the reactants [CH3:1][C:2]1[C:6]([C:7]2[NH:8][C:9]3[C:14]([C:15]=2[CH:16]=[O:17])=[CH:13][C:12]([O:18][CH3:19])=[CH:11][CH:10]=3)=[C:5]([CH3:20])[O:4][N:3]=1.Cl[CH2:22][CH2:23][N:24]1[CH2:29][CH2:28][N:27]([CH3:30])[CH2:26][CH2:25]1.C([O-])([O-])=O.[K+].[K+], predict the reaction product. The product is: [CH3:1][C:2]1[C:6]([C:7]2[N:8]([CH2:22][CH2:23][N:24]3[CH2:29][CH2:28][N:27]([CH3:30])[CH2:26][CH2:25]3)[C:9]3[C:14]([C:15]=2[CH:16]=[O:17])=[CH:13][C:12]([O:18][CH3:19])=[CH:11][CH:10]=3)=[C:5]([CH3:20])[O:4][N:3]=1. (3) Given the reactants Cl.Cl.Cl.[O:4]1[C:8]2[CH:9]=[CH:10][CH:11]=[C:12]([N:13]3[CH2:18][CH2:17][N:16]([CH2:19][CH2:20][C@H:21]4[CH2:26][CH2:25][C@H:24]([NH2:27])[CH2:23][CH2:22]4)[CH2:15][CH2:14]3)[C:7]=2[O:6][CH2:5]1.[CH3:28][N:29]1[CH:33]=[C:32]([S:34](Cl)(=[O:36])=[O:35])[N:31]=[CH:30]1, predict the reaction product. The product is: [O:4]1[C:8]2[CH:9]=[CH:10][CH:11]=[C:12]([N:13]3[CH2:18][CH2:17][N:16]([CH2:19][CH2:20][C@H:21]4[CH2:26][CH2:25][C@H:24]([NH:27][S:34]([C:32]5[N:31]=[CH:30][N:29]([CH3:28])[CH:33]=5)(=[O:36])=[O:35])[CH2:23][CH2:22]4)[CH2:15][CH2:14]3)[C:7]=2[O:6][CH2:5]1. (4) Given the reactants [F:1][C:2]1[C:3]([O:23][CH3:24])=[CH:4][CH:5]=[C:6]2[C:10]=1[C:9](=[O:11])[N:8]([CH2:12][C@H:13]1[CH2:18][CH2:17][C@H:16]([C:19]([O:21]C)=[O:20])[CH2:15][CH2:14]1)[CH2:7]2.[OH-].[Na+], predict the reaction product. The product is: [F:1][C:2]1[C:3]([O:23][CH3:24])=[CH:4][CH:5]=[C:6]2[C:10]=1[C:9](=[O:11])[N:8]([CH2:12][C@H:13]1[CH2:14][CH2:15][C@H:16]([C:19]([OH:21])=[O:20])[CH2:17][CH2:18]1)[CH2:7]2. (5) Given the reactants FC1C=CC=CC=1NC(=S)NC1C=CC(C2C=C3C(CN([C@@H](C(C)C)C(O)=O)C3=O)=CC=2)=CC=1.[Cl:35][C:36]1[CH:41]=[CH:40][C:39]([NH:42][C:43](=[S:69])[NH:44][C:45]2[CH:50]=[CH:49][C:48]([C:51]3[CH:59]=[C:58]4[C:54]([CH2:55][N:56]([C@@H:61]([CH:66]([CH3:68])[CH3:67])[C:62]([O:64]C)=[O:63])[C:57]4=[O:60])=[CH:53][CH:52]=3)=[CH:47][CH:46]=2)=[CH:38][CH:37]=1, predict the reaction product. The product is: [Cl:35][C:36]1[CH:37]=[CH:38][C:39]([NH:42][C:43](=[S:69])[NH:44][C:45]2[CH:50]=[CH:49][C:48]([C:51]3[CH:59]=[C:58]4[C:54]([CH2:55][N:56]([C@@H:61]([CH:66]([CH3:67])[CH3:68])[C:62]([OH:64])=[O:63])[C:57]4=[O:60])=[CH:53][CH:52]=3)=[CH:47][CH:46]=2)=[CH:40][CH:41]=1. (6) Given the reactants [CH2:1]([N:8]1[CH2:13][CH2:12][C:11]([CH2:15][O:16][C:17]2[CH:22]=[CH:21][C:20]([C:23]([OH:25])=[O:24])=[CH:19][CH:18]=2)([OH:14])[CH2:10][CH2:9]1)[C:2]1[CH:7]=[CH:6][CH:5]=[CH:4][CH:3]=1.[CH3:26][Si](C=[N+]=[N-])(C)C.CCCCCC, predict the reaction product. The product is: [CH2:1]([N:8]1[CH2:9][CH2:10][C:11]([CH2:15][O:16][C:17]2[CH:22]=[CH:21][C:20]([C:23]([O:25][CH3:26])=[O:24])=[CH:19][CH:18]=2)([OH:14])[CH2:12][CH2:13]1)[C:2]1[CH:7]=[CH:6][CH:5]=[CH:4][CH:3]=1.